Dataset: Forward reaction prediction with 1.9M reactions from USPTO patents (1976-2016). Task: Predict the product of the given reaction. (1) Given the reactants C(Cl)(=O)C(Cl)=O.[CH:7]1([CH2:10][C:11](O)=O)[CH2:9][CH2:8]1.[NH2:14][NH:15][C:16]([NH2:18])=[S:17].[OH-].[Na+], predict the reaction product. The product is: [CH:7]1([CH2:10][C:11]2[S:17][C:16]([NH2:18])=[N:15][N:14]=2)[CH2:9][CH2:8]1. (2) Given the reactants [C:1]1([C:7]([C:9]([C:11]2[CH:16]=[CH:15][CH:14]=[CH:13][CH:12]=2)=O)=O)[CH:6]=[CH:5][CH:4]=[CH:3][CH:2]=1.BrC1C=C[C:21]([C:24](C(C2C=CC=CC=2)=O)=[O:25])=CC=1.[CH2:34]([O:36]C(=O)CBr)[CH3:35].N1C=CC=CC=1, predict the reaction product. The product is: [C:1]1([CH:7]=[CH:9][C:11]2[CH:16]=[CH:15][CH:14]=[CH:13][CH:12]=2)[CH:6]=[CH:5][CH:4]=[C:3]([CH2:21][CH2:24][OH:25])[C:2]=1[CH2:35][CH2:34][OH:36]. (3) Given the reactants [C:1]([O:5][C:6](=[O:22])[NH:7][CH2:8][C@@H:9]1[CH2:11][C@H:10]1[C:12]1[CH:17]=[C:16]([O:18]C)[CH:15]=[CH:14][C:13]=1[O:20]C)([CH3:4])([CH3:3])[CH3:2].B(Br)(Br)Br.CC(OC(OC(OC(C)(C)C)=O)=O)(C)C.C(N(CC)CC)C.C([O-])(O)=O.[Na+], predict the reaction product. The product is: [C:1]([O:5][C:6](=[O:22])[NH:7][CH2:8][C@@H:9]1[CH2:11][C@H:10]1[C:12]1[CH:17]=[C:16]([OH:18])[CH:15]=[CH:14][C:13]=1[OH:20])([CH3:4])([CH3:2])[CH3:3]. (4) Given the reactants C1N=CN(C(N2C=NC=C2)=O)C=1.[C:13]([O:17][C:18]([NH:20][C@H:21]([C:23]([OH:25])=O)[CH3:22])=[O:19])([CH3:16])([CH3:15])[CH3:14].Cl.[CH3:27][O:28][NH:29][CH3:30], predict the reaction product. The product is: [CH3:27][O:28][N:29]([CH3:30])[C:23](=[O:25])[C@@H:21]([NH:20][C:18](=[O:19])[O:17][C:13]([CH3:14])([CH3:15])[CH3:16])[CH3:22]. (5) Given the reactants F[C:2]1[C:7](F)=[CH:6][C:5]([C:9]2[CH:14]=[CH:13][N:12]=[CH:11][C:10]=2[N:15]([CH2:32]CS(C)(=O)=O)C(=O)C2C=C(C(F)(F)F)N=C(C(F)(F)F)C=2)=[C:4](OC)[CH:3]=1.[CH2:40](C1C=CC=CC=1B(O)O)[CH3:41], predict the reaction product. The product is: [CH2:40]([C:4]1[CH:3]=[CH:2][CH:7]=[CH:6][C:5]=1[C:9]1[CH:14]=[CH:13][N:12]=[CH:11][C:10]=1[NH:15][CH3:32])[CH3:41].